Dataset: Forward reaction prediction with 1.9M reactions from USPTO patents (1976-2016). Task: Predict the product of the given reaction. (1) Given the reactants [CH2:1]([N:8]([CH2:23][C:24]1[CH:29]=[CH:28][CH:27]=[CH:26][CH:25]=1)[C@H:9]1[CH2:14][CH2:13][C@@H:12]([N:15]([CH:17]([CH3:19])[CH3:18])[CH3:16])C[C@H]1CC#N)[C:2]1[CH:7]=[CH:6][CH:5]=[CH:4][CH:3]=1.[CH:30]([Li])([CH3:32])[CH3:31].CCCCC.[CH2:39]1[CH2:43][O:42][CH2:41][CH2:40]1, predict the reaction product. The product is: [CH2:1]([N:8]([CH2:23][C:24]1[CH:25]=[CH:26][CH:27]=[CH:28][CH:29]=1)[C@H:9]1[CH2:14][CH2:13][C@@H:12]([N:15]([CH:17]([CH3:19])[CH3:18])[CH3:16])[CH2:43][C@H:39]1[CH2:40][C:41](=[O:42])[CH:30]([CH3:32])[CH3:31])[C:2]1[CH:7]=[CH:6][CH:5]=[CH:4][CH:3]=1. (2) Given the reactants [Br:1][C:2]1[CH:3]=[C:4]2[C:9](=[CH:10][C:11]=1[O:12][CH3:13])[N:8]=[CH:7][CH:6]=[CH:5]2.[OH:14]O, predict the reaction product. The product is: [Br:1][C:2]1[CH:3]=[C:4]2[C:9](=[CH:10][C:11]=1[O:12][CH3:13])[N+:8]([O-:14])=[CH:7][CH:6]=[CH:5]2. (3) The product is: [CH:18]1([C:8]2[N:4]3[CH:5]=[CH:6][N:7]=[C:2]([NH2:1])[C:3]3=[C:10]([C:11]3[CH:16]=[CH:15][CH:14]=[C:13]([O:17][CH2:29][C:30]4[CH:35]=[CH:34][C:33]([F:36])=[CH:32][CH:31]=4)[CH:12]=3)[N:9]=2)[CH2:21][CH2:20][CH2:19]1. Given the reactants [NH2:1][C:2]1[C:3]2[N:4]([C:8]([CH:18]3[CH2:21][CH2:20][CH2:19]3)=[N:9][C:10]=2[C:11]2[CH:12]=[C:13]([OH:17])[CH:14]=[CH:15][CH:16]=2)[CH:5]=[CH:6][N:7]=1.C([O-])([O-])=O.[K+].[K+].Br[CH2:29][C:30]1[CH:35]=[CH:34][C:33]([F:36])=[CH:32][CH:31]=1, predict the reaction product. (4) Given the reactants [NH2:1][CH2:2][C:3]1[CH:8]=[C:7]([C:9]([F:12])([F:11])[F:10])[CH:6]=[CH:5][C:4]=1[N:13]([CH2:16][C:17]1[CH:22]=[C:21]([C:23]([F:26])([F:25])[F:24])[CH:20]=[C:19]([C:27]([F:30])([F:29])[F:28])[CH:18]=1)[CH2:14][CH3:15].Cl[C:32]1[N:37]=[CH:36][C:35]([O:38][CH2:39][CH2:40][CH2:41][C:42]([O:44][C:45]([CH3:48])([CH3:47])[CH3:46])=[O:43])=[CH:34][N:33]=1.C1(P(C2C=CC=CC=2)C2C=CC3C(=CC=CC=3)C=2C2C3C(=CC=CC=3)C=CC=2P(C2C=CC=CC=2)C2C=CC=CC=2)C=CC=CC=1.CC(C)([O-])C.[Na+], predict the reaction product. The product is: [F:30][C:27]([F:28])([F:29])[C:19]1[CH:18]=[C:17]([CH:22]=[C:21]([C:23]([F:24])([F:25])[F:26])[CH:20]=1)[CH2:16][N:13]([CH2:14][CH3:15])[C:4]1[CH:5]=[CH:6][C:7]([C:9]([F:11])([F:12])[F:10])=[CH:8][C:3]=1[CH2:2][NH:1][C:32]1[N:33]=[CH:34][C:35]([O:38][CH2:39][CH2:40][CH2:41][C:42]([O:44][C:45]([CH3:48])([CH3:47])[CH3:46])=[O:43])=[CH:36][N:37]=1. (5) Given the reactants [CH2:1]([N:10]=[C:11]=[O:12])[CH2:2][CH2:3][CH2:4][CH2:5][CH2:6][N:7]=[C:8]=[O:9].C(Cl)(=O)C1C=CC=C(C(Cl)=O)C=1.[F:25][C:26]([F:38])([C:29]([F:37])([F:36])[C:30]([F:35])([F:34])[CH:31]([F:33])[F:32])[CH2:27][OH:28], predict the reaction product. The product is: [N:7]([CH2:6][CH2:5][CH2:4][CH2:3][CH2:2][CH2:1][NH:10][C:11](=[O:12])[O:28][CH2:27][C:26]([F:38])([F:25])[C:29]([F:36])([F:37])[C:30]([F:34])([F:35])[CH:31]([F:32])[F:33])=[C:8]=[O:9]. (6) Given the reactants [Cl:1][C:2]1[CH:3]=[CH:4][C:5]2[N:6]([C:8](I)=[C:9]([CH3:11])[N:10]=2)[N:7]=1.[CH3:13][C:14]1[CH:19]=[CH:18][C:17]([S:20]([N:23]2[C:27]3=[N:28][CH:29]=[CH:30][C:31](B4OC(C)(C)C(C)(C)O4)=[C:26]3[CH:25]=[CH:24]2)(=[O:22])=[O:21])=[CH:16][CH:15]=1.C(=O)([O-])[O-].[Cs+].[Cs+].O1CCCC1, predict the reaction product. The product is: [Cl:1][C:2]1[CH:3]=[CH:4][C:5]2[N:6]([C:8]([C:31]3[CH:30]=[CH:29][N:28]=[C:27]4[N:23]([S:20]([C:17]5[CH:18]=[CH:19][C:14]([CH3:13])=[CH:15][CH:16]=5)(=[O:21])=[O:22])[CH:24]=[CH:25][C:26]=34)=[C:9]([CH3:11])[N:10]=2)[N:7]=1. (7) Given the reactants Br[CH2:2][C:3]([C:5]1[CH:10]=[CH:9][CH:8]=[C:7]([F:11])[CH:6]=1)=[O:4].[O:12]=[C:13]([CH3:19])[CH2:14][C:15]([O:17][CH3:18])=[O:16].N12CCCNC1=NCCC2, predict the reaction product. The product is: [C:13]([CH:14]([CH2:2][C:3]([C:5]1[CH:10]=[CH:9][CH:8]=[C:7]([F:11])[CH:6]=1)=[O:4])[C:15]([O:17][CH3:18])=[O:16])(=[O:12])[CH3:19]. (8) Given the reactants NC[C@@H](C1C=CC(O)=C2C=1C=CC(=O)N2)O[Si](C(C)(C)C)(C)C.[N:24]([CH2:27][C@@H:28]([C:30]1[CH:35]=[CH:34][C:33]([O:36]CC2C=CC=CC=2)=[C:32]([CH2:44][O:45][Si:46]([C:49]([CH3:52])([CH3:51])[CH3:50])([CH3:48])[CH3:47])[CH:31]=1)[OH:29])=[N+]=[N-], predict the reaction product. The product is: [NH2:24][CH2:27][C@@H:28]([C:30]1[CH:35]=[CH:34][C:33]([OH:36])=[C:32]([CH2:44][O:45][Si:46]([C:49]([CH3:52])([CH3:51])[CH3:50])([CH3:47])[CH3:48])[CH:31]=1)[OH:29].